Dataset: Reaction yield outcomes from USPTO patents with 853,638 reactions. Task: Predict the reaction yield, written as a fraction of the theoretical maximum amount of product (1.0 means a 100% yield; for example, 0.34 means a 34% yield). (1) The reactants are [NH2:1][C:2]([C:4]1[CH:5]=[N:6][C:7]2[C:12]([C:13]=1[NH:14][C:15]1[CH:16]=[C:17]([CH:23]=[CH:24][CH:25]=1)[C:18]([O:20]CC)=[O:19])=[CH:11][CH:10]=[C:9](Cl)[CH:8]=2)=[O:3].[C:27](=[O:30])([O-])[O-].[K+].[K+]. The catalyst is O1CCOCC1.O.C1C=CC([P]([Pd]([P](C2C=CC=CC=2)(C2C=CC=CC=2)C2C=CC=CC=2)([P](C2C=CC=CC=2)(C2C=CC=CC=2)C2C=CC=CC=2)[P](C2C=CC=CC=2)(C2C=CC=CC=2)C2C=CC=CC=2)(C2C=CC=CC=2)C2C=CC=CC=2)=CC=1. The product is [NH2:1][C:2]([C:4]1[CH:5]=[N:6][C:7]2[C:12]([C:13]=1[NH:14][C:15]1[CH:16]=[C:17]([CH:23]=[CH:24][CH:25]=1)[C:18]([OH:20])=[O:19])=[CH:11][CH:10]=[C:9]([C:4]1[C:5]([O:30][CH3:27])=[N:6][CH:7]=[CH:12][CH:13]=1)[CH:8]=2)=[O:3]. The yield is 0.160. (2) The reactants are C(O[C:5]([CH3:8])([CH3:7])[CH3:6])(=O)C.[NH2:9][CH:10]([CH2:14][C:15]1[CH:20]=[CH:19][C:18]([OH:21])=[C:17]([O:22][CH3:23])[CH:16]=1)[C:11]([OH:13])=[O:12].FC(F)(F)S(O)(=O)=O.[OH-].[Na+].C([O-])([O-])=O.[K+].[K+]. The catalyst is [Cl-].[Na+].O.CC(=O)OCC. The product is [NH2:9][CH:10]([CH2:14][C:15]1[CH:20]=[CH:19][C:18]([OH:21])=[C:17]([O:22][CH3:23])[CH:16]=1)[C:11]([O:13][C:5]([CH3:8])([CH3:7])[CH3:6])=[O:12]. The yield is 0.370.